From a dataset of Full USPTO retrosynthesis dataset with 1.9M reactions from patents (1976-2016). Predict the reactants needed to synthesize the given product. Given the product [C:12]12([CH2:13][OH:9])[CH2:10][CH:11]([CH2:12][CH2:13]1)[CH:10]=[CH:11]2, predict the reactants needed to synthesize it. The reactants are: [H-].[Al+3].[Li+].[H-].[H-].[H-].[OH-].[Na+].[O:9]1[CH2:13][CH2:12][CH2:11][CH2:10]1.